Dataset: Full USPTO retrosynthesis dataset with 1.9M reactions from patents (1976-2016). Task: Predict the reactants needed to synthesize the given product. (1) Given the product [CH2:13]([O:20][N:21]=[CH:6][C:5]1[C:4]([CH3:11])=[CH:3][C:2]([NH2:1])=[C:9]([CH3:10])[CH:8]=1)[C:14]1[CH:19]=[CH:18][CH:17]=[CH:16][CH:15]=1, predict the reactants needed to synthesize it. The reactants are: [NH2:1][C:2]1[C:9]([CH3:10])=[CH:8][C:5]([CH:6]=O)=[C:4]([CH3:11])[CH:3]=1.Cl.[CH2:13]([O:20][NH2:21])[C:14]1[CH:19]=[CH:18][CH:17]=[CH:16][CH:15]=1. (2) Given the product [NH2:11][C:9]1[C:10]2[N:2]([CH3:1])[C:3]3[CH2:17][CH2:16][N:15]([C:18]([O:20][CH2:21][CH3:22])=[O:19])[CH2:14][C:4]=3[C:5]=2[CH:6]=[CH:7][CH:8]=1, predict the reactants needed to synthesize it. The reactants are: [CH3:1][N:2]1[C:10]2[C:9]([N+:11]([O-])=O)=[CH:8][CH:7]=[CH:6][C:5]=2[C:4]2[CH2:14][N:15]([C:18]([O:20][CH2:21][CH3:22])=[O:19])[CH2:16][CH2:17][C:3]1=2.